From a dataset of Catalyst prediction with 721,799 reactions and 888 catalyst types from USPTO. Predict which catalyst facilitates the given reaction. (1) Product: [CH2:24]([N:13]1[CH2:14][CH2:15][CH:10]([C:8](=[O:9])[C:7]2[CH:16]=[CH:17][C:4]([CH:1]([CH3:3])[CH3:2])=[CH:5][CH:6]=2)[CH2:11][CH2:12]1)[C:25]1[CH:30]=[CH:29][CH:28]=[CH:27][CH:26]=1. Reactant: [CH:1]([C:4]1[CH:17]=[CH:16][C:7]([C:8]([CH:10]2[CH2:15][CH2:14][NH:13][CH2:12][CH2:11]2)=[O:9])=[CH:6][CH:5]=1)([CH3:3])[CH3:2].C(=O)([O-])[O-].[K+].[K+].[CH2:24](Br)[C:25]1[CH:30]=[CH:29][CH:28]=[CH:27][CH:26]=1.O. The catalyst class is: 9. (2) Reactant: [CH3:1][C:2]1[O:6][C:5]([C:7]2[CH:12]=[CH:11][CH:10]=[CH:9][CH:8]=2)=[N:4][C:3]=1[CH2:13][CH2:14][C:15](O)=[O:16].C[Si](C=[N+]=[N-])(C)C.[BH4-].[Na+]. Product: [CH3:1][C:2]1[O:6][C:5]([C:7]2[CH:12]=[CH:11][CH:10]=[CH:9][CH:8]=2)=[N:4][C:3]=1[CH2:13][CH2:14][CH2:15][OH:16]. The catalyst class is: 442. (3) Reactant: [F:1][C:2]1[CH:3]=[CH:4][C:5]2[O:9][C:8]([CH:10](O)[CH:11]([CH3:13])[CH3:12])=[C:7]([CH3:15])[C:6]=2[CH:16]=1.S(Cl)([Cl:19])=O.C(=O)([O-])O.[Na+]. Product: [Cl:19][CH:10]([C:8]1[O:9][C:5]2[CH:4]=[CH:3][C:2]([F:1])=[CH:16][C:6]=2[C:7]=1[CH3:15])[CH:11]([CH3:13])[CH3:12]. The catalyst class is: 7. (4) The catalyst class is: 4. Product: [F:1][C:2]1[C:3]([CH2:20][OH:21])=[CH:4][CH:5]=[CH:6][C:7]=1[C:8]1[CH:9]=[N:10][C:11]([CH:14]2[CH2:15][CH2:16][N:17]([C:22](=[O:24])[CH3:23])[CH2:18][CH2:19]2)=[N:12][CH:13]=1. Reactant: [F:1][C:2]1[C:7]([C:8]2[CH:9]=[N:10][C:11]([CH:14]3[CH2:19][CH2:18][NH:17][CH2:16][CH2:15]3)=[N:12][CH:13]=2)=[CH:6][CH:5]=[CH:4][C:3]=1[CH2:20][OH:21].[C:22](Cl)(=[O:24])[CH3:23]. (5) Reactant: [CH3:1][C:2]1[CH:7]=[C:6]([CH3:8])[CH:5]=[C:4]([CH3:9])[C:3]=1[NH:10][C:11]([NH:13][C:14]1[C:15]([C:24]([NH:26][C:27]2([C:40]([O:42][CH3:43])=[O:41])[CH2:32][CH2:31][N:30](C(OC(C)(C)C)=O)[CH2:29][CH2:28]2)=[O:25])=[CH:16][C:17]2[C:22]([CH:23]=1)=[CH:21][CH:20]=[CH:19][CH:18]=2)=[O:12].C(O)(C(F)(F)F)=O. Product: [CH3:9][C:4]1[CH:5]=[C:6]([CH3:8])[CH:7]=[C:2]([CH3:1])[C:3]=1[NH:10][C:11]([NH:13][C:14]1[C:15]([C:24]([NH:26][C:27]2([C:40]([O:42][CH3:43])=[O:41])[CH2:28][CH2:29][NH:30][CH2:31][CH2:32]2)=[O:25])=[CH:16][C:17]2[C:22]([CH:23]=1)=[CH:21][CH:20]=[CH:19][CH:18]=2)=[O:12]. The catalyst class is: 2.